From a dataset of M1 muscarinic receptor antagonist screen with 61,756 compounds. Binary Classification. Given a drug SMILES string, predict its activity (active/inactive) in a high-throughput screening assay against a specified biological target. (1) The drug is O1C(CCC1)CN(Cc1cc2c([nH]c1=O)cc(cc2)C)C(=O)C(C)C. The result is 0 (inactive). (2) The molecule is O1c2cc(C(=O)CCN3CCc4c(C3)cccc4)ccc2OCC1. The result is 1 (active). (3) The drug is S(CC)c1[nH]c(=O)c(cn1)C#N. The result is 0 (inactive). (4) The result is 0 (inactive). The drug is O(c1ccc(NC(=O)Nc2noc(c2)C)cc1)CC. (5) The compound is S1CC(=Nn2c(nnc12)c1cccnc1)c1sccc1. The result is 0 (inactive). (6) The compound is OP(=O)(CCN1CCCC1=O)CN(C)C=O. The result is 0 (inactive).